From a dataset of Full USPTO retrosynthesis dataset with 1.9M reactions from patents (1976-2016). Predict the reactants needed to synthesize the given product. (1) The reactants are: [Br:1][C:2]1[CH:7]=[CH:6][C:5]([C:8]2[CH:13]=[CH:12][CH:11]=[CH:10][CH:9]=2)=[C:4]([S:14]([CH3:17])(=[O:16])=[O:15])[CH:3]=1.BrC1C=CC(I)=C(S(C)(=O)=O)C=1.[CH3:30][O:31]C1C=CC(B(O)O)=CC=1. Given the product [Br:1][C:2]1[CH:7]=[CH:6][C:5]([C:8]2[CH:13]=[CH:12][C:11]([O:31][CH3:30])=[CH:10][CH:9]=2)=[C:4]([S:14]([CH3:17])(=[O:16])=[O:15])[CH:3]=1, predict the reactants needed to synthesize it. (2) Given the product [CH3:1][O:2][C:3]1[C:8]2[O:9][CH2:10][O:11][C:7]=2[CH:6]=[C:5]([CH:12]=[CH:17][N+:14]([O-:16])=[O:15])[CH:4]=1, predict the reactants needed to synthesize it. The reactants are: [CH3:1][O:2][C:3]1[C:8]2[O:9][CH2:10][O:11][C:7]=2[CH:6]=[C:5]([CH:12]=O)[CH:4]=1.[N+:14]([CH3:17])([O-:16])=[O:15].C([O-])(=O)C.[NH4+]. (3) Given the product [CH3:18][S:15]([NH:14][C:11]1[CH:10]=[CH:9][C:8]([NH:7][C:5](=[O:6])[C:4]([OH:19])=[O:3])=[CH:13][CH:12]=1)(=[O:17])=[O:16], predict the reactants needed to synthesize it. The reactants are: C([O:3][C:4](=[O:19])[C:5]([NH:7][C:8]1[CH:13]=[CH:12][C:11]([NH:14][S:15]([CH3:18])(=[O:17])=[O:16])=[CH:10][CH:9]=1)=[O:6])C.